From a dataset of Peptide-MHC class I binding affinity with 185,985 pairs from IEDB/IMGT. Regression. Given a peptide amino acid sequence and an MHC pseudo amino acid sequence, predict their binding affinity value. This is MHC class I binding data. (1) The peptide sequence is CAPPGYALL. The MHC is Mamu-A01 with pseudo-sequence Mamu-A01. The binding affinity (normalized) is 1.00. (2) The peptide sequence is ACREQQLPV. The MHC is HLA-A69:01 with pseudo-sequence HLA-A69:01. The binding affinity (normalized) is 0.0903. (3) The peptide sequence is IPQSLQSWWTSL. The MHC is H-2-Ld with pseudo-sequence H-2-Ld. The binding affinity (normalized) is 1.00. (4) The peptide sequence is ARYGIFLPF. The MHC is BoLA-D18.4 with pseudo-sequence BoLA-D18.4. The binding affinity (normalized) is 0.585. (5) The binding affinity (normalized) is 0.0847. The MHC is HLA-A69:01 with pseudo-sequence HLA-A69:01. The peptide sequence is YLGTPNNTY.